Task: Regression. Given a peptide amino acid sequence and an MHC pseudo amino acid sequence, predict their binding affinity value. This is MHC class I binding data.. Dataset: Peptide-MHC class I binding affinity with 185,985 pairs from IEDB/IMGT (1) The peptide sequence is IIGHIGHHYI. The MHC is HLA-A02:03 with pseudo-sequence HLA-A02:03. The binding affinity (normalized) is 0.517. (2) The peptide sequence is NIKPSKENR. The MHC is HLA-A03:01 with pseudo-sequence HLA-A03:01. The binding affinity (normalized) is 0.177. (3) The peptide sequence is YPQLSAIAL. The MHC is HLA-B58:01 with pseudo-sequence HLA-B58:01. The binding affinity (normalized) is 0.0847. (4) The peptide sequence is GEIFGLLGP. The MHC is HLA-B44:02 with pseudo-sequence HLA-B44:02. The binding affinity (normalized) is 0.0847. (5) The peptide sequence is GTIKESLLK. The MHC is HLA-A33:01 with pseudo-sequence HLA-A33:01. The binding affinity (normalized) is 0.0679. (6) The peptide sequence is KSIPADLVF. The MHC is HLA-B15:17 with pseudo-sequence HLA-B15:17. The binding affinity (normalized) is 0.954. (7) The peptide sequence is IAYERMCNIL. The MHC is HLA-A02:02 with pseudo-sequence HLA-A02:02. The binding affinity (normalized) is 0.0677. (8) The binding affinity (normalized) is 0.578. The peptide sequence is ERSWNSGYDW. The MHC is HLA-B58:01 with pseudo-sequence HLA-B58:01. (9) The peptide sequence is IVSSVNMVSR. The MHC is HLA-A31:01 with pseudo-sequence HLA-A31:01. The binding affinity (normalized) is 0.592. (10) The peptide sequence is RALLNRQPF. The MHC is H-2-Kb with pseudo-sequence H-2-Kb. The binding affinity (normalized) is 0.790.